From a dataset of Full USPTO retrosynthesis dataset with 1.9M reactions from patents (1976-2016). Predict the reactants needed to synthesize the given product. (1) Given the product [CH2:24]([O:23][C:21]1[C:20]([O:26][CH2:27][CH3:28])=[CH:19][C:6]2[C:7]3[N:12]([CH:3]([CH2:2][N:1]4[CH2:40][CH2:39][CH2:38][CH2:37]4)[CH2:4][C:5]=2[CH:22]=1)[CH:11]=[C:10]([C:13]([O:15][CH2:16][CH3:17])=[O:14])[C:9](=[O:18])[CH:8]=3)[CH3:25], predict the reactants needed to synthesize it. The reactants are: [NH2:1][CH2:2][CH:3]1[N:12]2[C:7](=[CH:8][C:9](=[O:18])[C:10]([C:13]([O:15][CH2:16][CH3:17])=[O:14])=[CH:11]2)[C:6]2[CH:19]=[C:20]([O:26][CH2:27][CH3:28])[C:21]([O:23][CH2:24][CH3:25])=[CH:22][C:5]=2[CH2:4]1.C(N(CC)CC)C.Br[CH2:37][CH2:38][CH2:39][CH2:40]Br. (2) Given the product [CH:1]1([N:7]2[C:11]([CH:12]=[O:13])=[CH:10][C:9]([CH:18]([CH3:20])[CH3:19])=[N:8]2)[CH2:2][CH2:3][CH2:4][CH2:5][CH2:6]1, predict the reactants needed to synthesize it. The reactants are: [CH:1]1([N:7]2[C:11]([C:12](N(OC)C)=[O:13])=[CH:10][C:9]([CH:18]([CH3:20])[CH3:19])=[N:8]2)[CH2:6][CH2:5][CH2:4][CH2:3][CH2:2]1.[H-].C([Al+]CC(C)C)C(C)C. (3) Given the product [CH:14]([N:13]1[C:9]([C:8]2[CH2:7][NH:6][CH2:5][CH2:4][C:3]=2[CH2:2][OH:1])=[CH:10][CH:11]=[N:12]1)([CH3:16])[CH3:15].[ClH:24], predict the reactants needed to synthesize it. The reactants are: [OH:1][CH2:2][C:3]1[CH2:4][CH2:5][N:6](C(OC(C)(C)C)=O)[CH2:7][C:8]=1[C:9]1[N:13]([CH:14]([CH3:16])[CH3:15])[N:12]=[CH:11][CH:10]=1.[ClH:24]. (4) Given the product [F:30][C:2]([F:1])([F:29])[C:3]1[CH:4]=[C:5]([CH:26]=[CH:27][CH:28]=1)[CH2:6][NH:7][C:8](=[O:25])[C:9]1[CH:14]=[CH:13][N:12]=[C:11]([C:15]2[CH:20]=[C:19]([F:21])[CH:18]=[CH:17][C:16]=2[NH2:22])[CH:10]=1, predict the reactants needed to synthesize it. The reactants are: [F:1][C:2]([F:30])([F:29])[C:3]1[CH:4]=[C:5]([CH:26]=[CH:27][CH:28]=1)[CH2:6][NH:7][C:8](=[O:25])[C:9]1[CH:14]=[CH:13][N:12]=[C:11]([C:15]2[CH:20]=[C:19]([F:21])[CH:18]=[CH:17][C:16]=2[N+:22]([O-])=O)[CH:10]=1. (5) Given the product [I:8][C:5]1[N:6]=[CH:7][C:2]([N:12]2[CH2:11][CH2:10][N:9]([C:15]([O:17][C:18]([CH3:21])([CH3:20])[CH3:19])=[O:16])[CH2:14][CH2:13]2)=[N:3][CH:4]=1, predict the reactants needed to synthesize it. The reactants are: Br[C:2]1[CH:7]=[N:6][C:5]([I:8])=[CH:4][N:3]=1.[N:9]1([C:15]([O:17][C:18]([CH3:21])([CH3:20])[CH3:19])=[O:16])[CH2:14][CH2:13][NH:12][CH2:11][CH2:10]1.CCN(C(C)C)C(C)C. (6) The reactants are: [C:1](OC(O[C:1]([CH3:4])([CH3:3])[CH3:2])N(C)C)([CH3:4])([CH3:3])[CH3:2].[Cl:15][C:16]1[N:21]=[C:20]2[O:22][C:23]([C:29]3[CH:34]=[CH:33][C:32]([F:35])=[CH:31][CH:30]=3)=[C:24]([C:25](=[O:28])[NH:26][CH3:27])[C:19]2=[CH:18][C:17]=1[C:36]1[CH:37]=[CH:38][C:39]([O:45][CH3:46])=[C:40]([CH:44]=1)[C:41]([OH:43])=[O:42]. Given the product [Cl:15][C:16]1[N:21]=[C:20]2[O:22][C:23]([C:29]3[CH:34]=[CH:33][C:32]([F:35])=[CH:31][CH:30]=3)=[C:24]([C:25](=[O:28])[NH:26][CH3:27])[C:19]2=[CH:18][C:17]=1[C:36]1[CH:37]=[CH:38][C:39]([O:45][CH3:46])=[C:40]([CH:44]=1)[C:41]([O:43][C:1]([CH3:4])([CH3:3])[CH3:2])=[O:42], predict the reactants needed to synthesize it. (7) The reactants are: [OH-:1].[Na+].O.O.O.O.O.[Sn:8]([Cl:12])([Cl:11])([Cl:10])[Cl:9].[Sn](Cl)(Cl)(Cl)[Cl:14].[Cl-:18].[In+3:19].[Cl-].[Cl-]. Given the product [Sn:8]([Cl:12])([Cl:11])([Cl:10])[Cl:9].[Cl-:14].[In+3:19].[Cl-:18].[Cl-:9].[OH-:1], predict the reactants needed to synthesize it. (8) Given the product [Cl:15][C:12]1[CH:13]=[CH:14][C:9]([O:8][CH2:7][C:6]([OH:34])=[O:5])=[C:10]([C:16]#[C:17][C:18]2[CH:23]=[C:22]([S:24]([N:27]([CH2:29][CH:30]([CH3:31])[CH3:32])[CH3:28])(=[O:26])=[O:25])[CH:21]=[CH:20][C:19]=2[CH3:33])[CH:11]=1, predict the reactants needed to synthesize it. The reactants are: C([O:5][C:6](=[O:34])[CH2:7][O:8][C:9]1[CH:14]=[CH:13][C:12]([Cl:15])=[CH:11][C:10]=1[C:16]#[C:17][C:18]1[CH:23]=[C:22]([S:24]([N:27]([CH2:29][CH:30]([CH3:32])[CH3:31])[CH3:28])(=[O:26])=[O:25])[CH:21]=[CH:20][C:19]=1[CH3:33])(C)(C)C. (9) The reactants are: C([SiH2][O:6][C:7](C)(C)[C:8]1[CH:13]=[CH:12][C:11]([C:14]2[CH:18]=[C:17]([C:19]([NH2:21])=[O:20])[O:16][N:15]=2)=[CH:10][CH:9]=1)(C)(C)C.N1C=CC=CC=1.O. Given the product [OH:6][CH2:7][C:8]1[CH:9]=[CH:10][C:11]([C:14]2[CH:18]=[C:17]([C:19]([NH2:21])=[O:20])[O:16][N:15]=2)=[CH:12][CH:13]=1, predict the reactants needed to synthesize it.